This data is from Peptide-MHC class I binding affinity with 185,985 pairs from IEDB/IMGT. The task is: Regression. Given a peptide amino acid sequence and an MHC pseudo amino acid sequence, predict their binding affinity value. This is MHC class I binding data. The peptide sequence is RLDAFRQTY. The MHC is HLA-A01:01 with pseudo-sequence HLA-A01:01. The binding affinity (normalized) is 0.638.